Dataset: HIV replication inhibition screening data with 41,000+ compounds from the AIDS Antiviral Screen. Task: Binary Classification. Given a drug SMILES string, predict its activity (active/inactive) in a high-throughput screening assay against a specified biological target. (1) The drug is COc1ccc2oc3c4c2c1CCC4CCC3=O. The result is 0 (inactive). (2) The drug is CC(=O)NNc1nc(C)c(C(=O)NNC(=O)C(=O)Nc2c([N+](=O)[O-])ccc(C)c2C)s1. The result is 0 (inactive).